Dataset: Full USPTO retrosynthesis dataset with 1.9M reactions from patents (1976-2016). Task: Predict the reactants needed to synthesize the given product. (1) Given the product [CH3:15][C:12]1[N:11]2[C:5]3[CH:4]=[CH:3][C:2]([C:35]4[CH:36]=[CH:37][C:38]([NH2:41])=[N:39][CH:40]=4)=[CH:26][C:6]=3[N:7]([C:17]3[CH:18]=[N:19][C:20]([N+:23]([O-:25])=[O:24])=[CH:21][CH:22]=3)[CH2:8][C@@H:9]([CH3:16])[C:10]2=[N:14][N:13]=1, predict the reactants needed to synthesize it. The reactants are: Br[C:2]1[CH:3]=[CH:4][C:5]2[N:11]3[C:12]([CH3:15])=[N:13][N:14]=[C:10]3[C@H:9]([CH3:16])[CH2:8][N:7]([C:17]3[CH:18]=[N:19][C:20]([N+:23]([O-:25])=[O:24])=[CH:21][CH:22]=3)[C:6]=2[CH:26]=1.CC1(C)C(C)(C)OB([C:35]2[CH:36]=[CH:37][C:38]([NH2:41])=[N:39][CH:40]=2)O1.[F-].[K+].C(=O)([O-])[O-].[Cs+].[Cs+]. (2) Given the product [F:1][C:2]1[C:7]([CH3:8])=[CH:6][C:5]([I:10])=[C:4]([NH2:9])[CH:3]=1, predict the reactants needed to synthesize it. The reactants are: [F:1][C:2]1[CH:3]=[C:4]([NH2:9])[CH:5]=[CH:6][C:7]=1[CH3:8].[I:10](Cl)(=O)=O.I(Cl)(=O)=O.C([N+](C)(C)C)C1C=CC=CC=1.C(=O)([O-])[O-].[Ca+2]. (3) Given the product [F:1][C:2]([F:20])([F:21])[C:3](=[O:19])[CH2:4][CH:5]1[CH2:10][CH2:9][CH:8]([C:11]2[CH:16]=[CH:15][C:14]([O:17][CH3:18])=[CH:13][CH:12]=2)[CH2:7][CH2:6]1, predict the reactants needed to synthesize it. The reactants are: [F:1][C:2]([F:21])([F:20])[CH:3]([OH:19])[CH2:4][CH:5]1[CH2:10][CH2:9][CH:8]([C:11]2[CH:16]=[CH:15][C:14]([O:17][CH3:18])=[CH:13][CH:12]=2)[CH2:7][CH2:6]1.C(=O)(O)[O-].[Na+].CC(OI1(OC(C)=O)(OC(C)=O)OC(=O)C2C=CC=CC1=2)=O.